This data is from CYP1A2 inhibition data for predicting drug metabolism from PubChem BioAssay. The task is: Regression/Classification. Given a drug SMILES string, predict its absorption, distribution, metabolism, or excretion properties. Task type varies by dataset: regression for continuous measurements (e.g., permeability, clearance, half-life) or binary classification for categorical outcomes (e.g., BBB penetration, CYP inhibition). Dataset: cyp1a2_veith. (1) The drug is CC(C)=CCC/C(C)=C/CO/N=C1/C[C@@H](O)[C@@H](O)[C@H]2[C@@H]1CC[C@@H]1C(=O)N(C3CCCCC3)C(=O)[C@H]12. The result is 0 (non-inhibitor). (2) The molecule is Cc1ccc(CNC(=O)[C@H](C)[C@@H]2C[C@@]2(C)[C@@H](NC(=O)OCc2ccccc2)c2ccccc2)o1. The result is 1 (inhibitor).